This data is from Full USPTO retrosynthesis dataset with 1.9M reactions from patents (1976-2016). The task is: Predict the reactants needed to synthesize the given product. The reactants are: Cl.Cl.[F:3][C:4]1[CH:5]=[C:6]([NH:10][NH2:11])[CH:7]=[CH:8][CH:9]=1. Given the product [F:3][C:4]1[CH:5]=[C:6]([N:10]2[CH:5]=[CH:4][C:9]([CH3:8])=[N:11]2)[CH:7]=[CH:8][CH:9]=1, predict the reactants needed to synthesize it.